Task: Predict the product of the given reaction.. Dataset: Forward reaction prediction with 1.9M reactions from USPTO patents (1976-2016) (1) Given the reactants [C:1]([O:5][C:6](=[O:21])[C:7]1[CH2:8][C:9](O)([CH:17]=[CH:18][CH:19]=1)[C:10]([O:12][C:13]([CH3:16])([CH3:15])[CH3:14])=[O:11])([CH3:4])([CH3:3])[CH3:2].C([O-])([O-])=[O:23].[K+].[K+].Br[CH2:29][CH2:30][CH2:31][CH2:32][CH2:33][CH2:34][CH2:35][CH2:36][CH2:37][C:38]([O:40][CH3:41])=[O:39].CCOC(C)=O, predict the reaction product. The product is: [C:1]([O:5][C:6](=[O:21])[C:7]1[CH:19]=[C:18]([O:23][CH2:29][CH2:30][CH2:31][CH2:32][CH2:33][CH2:34][CH2:35][CH2:36][CH2:37][C:38]([O:40][CH3:41])=[O:39])[CH:17]=[C:9]([C:10]([O:12][C:13]([CH3:16])([CH3:15])[CH3:14])=[O:11])[CH:8]=1)([CH3:4])([CH3:3])[CH3:2]. (2) Given the reactants [OH:1][C@:2]1([C:43](O)=[O:44])[CH2:19][C@H:18]([O:20][C@@H:21]2[O:35][C@@H:34]([CH3:36])[C@H:24]3[O:25][C@H:26]4[N:31]([C@H:23]3[CH2:22]2)[CH2:30][CH2:29][O:28][C@@H:27]4[O:32][CH3:33])[C:17]2[C:4](=[C:5]([OH:42])[C:6]3[C:7](=[O:41])[C:8]4[C:13]([C:14](=[O:38])[C:15]=3[C:16]=2[OH:37])=[C:12]([O:39][CH3:40])[CH:11]=[CH:10][CH:9]=4)[CH2:3]1.C(N(CC)CC)C.[NH:53]1[CH2:58][CH2:57][NH:56][CH2:55][CH2:54]1.C1C=CC2N(O)N=NC=2C=1.C(Cl)CCl, predict the reaction product. The product is: [OH:42][C:5]1[C:4]2[CH2:3][C@@:2]([OH:1])([C:43]([N:53]3[CH2:58][CH2:57][NH:56][CH2:55][CH2:54]3)=[O:44])[CH2:19][C@H:18]([O:20][C@@H:21]3[O:35][C@@H:34]([CH3:36])[C@H:24]4[O:25][C@H:26]5[N:31]([C@H:23]4[CH2:22]3)[CH2:30][CH2:29][O:28][C@@H:27]5[O:32][CH3:33])[C:17]=2[C:16]([OH:37])=[C:15]2[C:6]=1[C:7](=[O:41])[C:8]1[CH:9]=[CH:10][CH:11]=[C:12]([O:39][CH3:40])[C:13]=1[C:14]2=[O:38]. (3) The product is: [NH2:2][C:1]1[NH:19][N:18]=[CH:10][C:3]=1[CH2:4][CH2:5][CH2:6][CH2:7][C:8]#[N:9]. Given the reactants [C:1]([CH2:3][CH2:4][CH2:5][CH2:6][CH2:7][C:8]#[N:9])#[N:2].[CH:10](OCC)=O.[H-].[Na+].Cl.[NH2:18][NH2:19].Cl.C([O-])(O)=O.[Na+], predict the reaction product. (4) Given the reactants [C:1]([N:9]1[C:33](=[O:34])[CH:32]=[CH:31][N:11]([C@@H:12]2[O:30][C@H:27]([CH2:28][OH:29])[C@@H:25]([OH:26])[C@H:13]2[O:14][CH2:15][CH2:16][C:17]([O:19][CH2:20][C:21]([F:24])([F:23])[F:22])=[O:18])[C:10]1=[O:35])(=[O:8])[C:2]1[CH:7]=[CH:6][CH:5]=[CH:4][CH:3]=1.[CH3:36][O:37][C:38]1[CH:59]=[CH:58][C:41]([C:42](Cl)([C:51]2[CH:56]=[CH:55][CH:54]=[CH:53][CH:52]=2)[C:43]2[CH:48]=[CH:47][C:46]([O:49][CH3:50])=[CH:45][CH:44]=2)=[CH:40][CH:39]=1, predict the reaction product. The product is: [C:1]([N:9]1[C:33](=[O:34])[CH:32]=[CH:31][N:11]([C@@H:12]2[O:30][C@H:27]([CH2:28][O:29][C:42]([C:51]3[CH:56]=[CH:55][CH:54]=[CH:53][CH:52]=3)([C:43]3[CH:48]=[CH:47][C:46]([O:49][CH3:50])=[CH:45][CH:44]=3)[C:41]3[CH:40]=[CH:39][C:38]([O:37][CH3:36])=[CH:59][CH:58]=3)[C@@H:25]([OH:26])[C@H:13]2[O:14][CH2:15][CH2:16][C:17]([O:19][CH2:20][C:21]([F:24])([F:23])[F:22])=[O:18])[C:10]1=[O:35])(=[O:8])[C:2]1[CH:7]=[CH:6][CH:5]=[CH:4][CH:3]=1. (5) Given the reactants Br[C:2]1[CH:3]=[N:4][N:5]([CH:7]2[CH2:12][CH2:11][N:10]([C:13]([O:15][C:16]([CH3:19])([CH3:18])[CH3:17])=[O:14])[CH2:9][CH2:8]2)[CH:6]=1.[CH3:20][C:21]1([CH3:37])[C:25]([CH3:27])([CH3:26])[O:24][B:23]([B:23]2[O:24][C:25]([CH3:27])([CH3:26])[C:21]([CH3:37])([CH3:20])[O:22]2)[O:22]1.C([O-])(=O)C.[K+], predict the reaction product. The product is: [CH3:20][C:21]1([CH3:37])[C:25]([CH3:27])([CH3:26])[O:24][B:23]([C:2]2[CH:3]=[N:4][N:5]([CH:7]3[CH2:12][CH2:11][N:10]([C:13]([O:15][C:16]([CH3:19])([CH3:18])[CH3:17])=[O:14])[CH2:9][CH2:8]3)[CH:6]=2)[O:22]1. (6) Given the reactants [N+:1]([C:4]1[CH:5]=[CH:6][C:7]([O:10][C:11]2[CH:16]=[CH:15][C:14]([NH2:17])=[CH:13][CH:12]=2)=[N:8][CH:9]=1)([O-:3])=[O:2].[C:18](O[C:18]([O:20][C:21]([CH3:24])([CH3:23])[CH3:22])=[O:19])([O:20][C:21]([CH3:24])([CH3:23])[CH3:22])=[O:19], predict the reaction product. The product is: [C:21]([O:20][C:18](=[O:19])[NH:17][C:14]1[CH:15]=[CH:16][C:11]([O:10][C:7]2[CH:6]=[CH:5][C:4]([N+:1]([O-:3])=[O:2])=[CH:9][N:8]=2)=[CH:12][CH:13]=1)([CH3:24])([CH3:23])[CH3:22]. (7) Given the reactants Cl[C:2]1[C:11]2[C:6](=[CH:7][CH:8]=[C:9]([O:12][CH:13]3[CH2:18][CH2:17][N:16]([S:19]([CH3:22])(=[O:21])=[O:20])[CH2:15][CH2:14]3)[CH:10]=2)[N:5]=[CH:4][N:3]=1.[S:23]1[CH:27]=[CH:26][N:25]=[C:24]1[S:28][C:29]1[CH:35]=[CH:34][C:32]([NH2:33])=[CH:31][CH:30]=1, predict the reaction product. The product is: [CH3:22][S:19]([N:16]1[CH2:17][CH2:18][CH:13]([O:12][C:9]2[CH:10]=[C:11]3[C:6](=[CH:7][CH:8]=2)[N:5]=[CH:4][N:3]=[C:2]3[NH:33][C:32]2[CH:31]=[CH:30][C:29]([S:28][C:24]3[S:23][CH:27]=[CH:26][N:25]=3)=[CH:35][CH:34]=2)[CH2:14][CH2:15]1)(=[O:21])=[O:20].